Dataset: Full USPTO retrosynthesis dataset with 1.9M reactions from patents (1976-2016). Task: Predict the reactants needed to synthesize the given product. (1) Given the product [ClH:12].[Br:1][C:2]1[CH:7]=[CH:6][CH:5]=[CH:4][C:3]=1[O:8][C:13]1[N:38]=[CH:37][CH:36]=[CH:35][C:14]=1[C:15]([NH:17][C@H:18]1[CH2:23][CH2:22][C@@H:21]([NH:24][C:25]2[CH:34]=[CH:33][C:32]3[C:27](=[CH:28][CH:29]=[CH:30][CH:31]=3)[N:26]=2)[CH2:20][CH2:19]1)=[O:16], predict the reactants needed to synthesize it. The reactants are: [Br:1][C:2]1[CH:7]=[CH:6][CH:5]=[CH:4][C:3]=1[OH:8].[H-].[Na+].Cl.[Cl:12][C:13]1[N:38]=[CH:37][CH:36]=[CH:35][C:14]=1[C:15]([NH:17][C@H:18]1[CH2:23][CH2:22][C@@H:21]([NH:24][C:25]2[CH:34]=[CH:33][C:32]3[C:27](=[CH:28][CH:29]=[CH:30][CH:31]=3)[N:26]=2)[CH2:20][CH2:19]1)=[O:16].Cl. (2) Given the product [N+:13]([C:16]1[CH:17]=[C:21]([N+:25]([O-:27])=[O:26])[CH:22]=[CH:23][C:24]=1[C:7]([NH:1][C@@H:2]([CH3:3])[C:4]([OH:6])=[O:5])=[O:10])([O-:15])=[O:14], predict the reactants needed to synthesize it. The reactants are: [NH2:1][C@H:2]([C:4]([OH:6])=[O:5])[CH3:3].[C:7]([O-:10])([O-])=O.[Na+].[Na+].[N+:13]([C:16]1[CH:24]=[CH:23][CH:22]=[C:21]([N+:25]([O-:27])=[O:26])[C:17]=1C(O)=O)([O-:15])=[O:14]. (3) The reactants are: [C:1]1([S:7]([N:10]2[CH:14]=[C:13]([CH2:15][C:16]([O:18][CH3:19])=[O:17])[N:12]=[CH:11]2)(=[O:9])=[O:8])[CH:6]=[CH:5][CH:4]=[CH:3][CH:2]=1.C[Si]([N-][Si](C)(C)C)(C)C.[Li+].Br[CH2:31][C:32]1[CH:33]=[CH:34][C:35]([NH:38][C:39](=[O:45])[O:40][C:41]([CH3:44])([CH3:43])[CH3:42])=[N:36][CH:37]=1.[C:46]([O-])(O)=O.[Na+]. Given the product [C:41]([O:40][C:39]([NH:38][C:35]1[N:36]=[CH:37][C:32]([CH2:31][CH:15]([C:13]2[N:12]=[CH:11][N:10]([S:7]([C:1]3[CH:2]=[CH:3][C:4]([CH3:46])=[CH:5][CH:6]=3)(=[O:8])=[O:9])[CH:14]=2)[C:16]([O:18][CH3:19])=[O:17])=[CH:33][CH:34]=1)=[O:45])([CH3:44])([CH3:43])[CH3:42], predict the reactants needed to synthesize it. (4) The reactants are: [OH:1][C:2]1[CH:7]=[C:6]([CH3:8])[CH:5]=[CH:4][C:3]=1[C:9](/[C:11](=[CH:19]\[C:20]1[CH:25]=[CH:24][CH:23]=[CH:22][CH:21]=1)/C(OC(C)(C)C)=O)=[O:10].C1(C)C=CC(S(O)(=O)=O)=CC=1. Given the product [CH3:8][C:6]1[CH:7]=[C:2]2[C:3]([C:9](=[O:10])[CH2:11][C@H:19]([C:20]3[CH:25]=[CH:24][CH:23]=[CH:22][CH:21]=3)[O:1]2)=[CH:4][CH:5]=1, predict the reactants needed to synthesize it. (5) Given the product [Cl:1][C:2]1[C:3]([OH:10])=[C:4]([C:20](=[O:21])[C:19]([F:26])([F:25])[F:18])[CH:5]=[C:6]([Cl:8])[CH:7]=1, predict the reactants needed to synthesize it. The reactants are: [Cl:1][C:2]1[CH:7]=[C:6]([Cl:8])[CH:5]=[C:4](I)[C:3]=1[OH:10].C([Mg]Cl)(C)C.[Cl-].[Li+].[F:18][C:19]([F:26])([F:25])[C:20](OCC)=[O:21]. (6) The reactants are: [C:1]([CH:3]1[CH2:8][CH2:7][N:6]([C:9]([N:11]2[CH2:16][CH:15]([C:17]3[CH:22]=[CH:21][C:20]([C:23]([F:26])([F:25])[F:24])=[CH:19][CH:18]=3)[CH2:14][CH:13]([C:27](O)=[O:28])[CH2:12]2)=[O:10])[CH2:5][CH2:4]1)#[N:2].O[NH:31][C:32](=[NH:38])[CH2:33][S:34]([CH3:37])(=[O:36])=[O:35]. Given the product [CH3:37][S:34]([CH2:33][C:32]1[N:38]=[C:27]([CH:13]2[CH2:14][CH:15]([C:17]3[CH:18]=[CH:19][C:20]([C:23]([F:25])([F:24])[F:26])=[CH:21][CH:22]=3)[CH2:16][N:11]([C:9]([N:6]3[CH2:7][CH2:8][CH:3]([C:1]#[N:2])[CH2:4][CH2:5]3)=[O:10])[CH2:12]2)[O:28][N:31]=1)(=[O:36])=[O:35], predict the reactants needed to synthesize it.